From a dataset of Forward reaction prediction with 1.9M reactions from USPTO patents (1976-2016). Predict the product of the given reaction. (1) Given the reactants [F:1][C:2]1[C:7]([F:8])=[CH:6][C:5]([F:9])=[CH:4][C:3]=1[CH2:10][C:11]([O:13][CH2:14][CH3:15])=[O:12].[CH2:16]([O:18][C:19](=O)[O:20]CC)[CH3:17].[H-].[Na+], predict the reaction product. The product is: [CH2:14]([O:13][C:11](=[O:12])[CH:10]([C:3]1[CH:4]=[C:5]([F:9])[CH:6]=[C:7]([F:8])[C:2]=1[F:1])[C:19]([O:18][CH2:16][CH3:17])=[O:20])[CH3:15]. (2) Given the reactants [OH:1][C:2]1[C:7]([CH3:8])=[CH:6][C:5]([C:9]2[CH:14]=[CH:13][C:12]([C:15]([O:17][CH3:18])=[O:16])=[CH:11][CH:10]=2)=[CH:4][C:3]=1[CH3:19].[Cl:20][C:21]1[N:29]=[C:28]2[C:24]([N:25]=[CH:26][N:27]2[CH3:30])=[C:23](Cl)[N:22]=1.C([O-])([O-])=O.[K+].[K+], predict the reaction product. The product is: [Cl:20][C:21]1[N:29]=[C:28]2[C:24]([N:25]=[CH:26][N:27]2[CH3:30])=[C:23]([O:1][C:2]2[C:3]([CH3:19])=[CH:4][C:5]([C:9]3[CH:14]=[CH:13][C:12]([C:15]([O:17][CH3:18])=[O:16])=[CH:11][CH:10]=3)=[CH:6][C:7]=2[CH3:8])[N:22]=1. (3) The product is: [CH3:1][S:2]([C:5]1[CH:6]=[C:7]([CH:11]([N:37]2[C:33](=[O:43])[C:34]3[C:35](=[CH:39][CH:40]=[CH:41][CH:42]=3)[C:36]2=[O:38])[CH3:12])[CH:8]=[CH:9][CH:10]=1)(=[O:4])=[O:3]. Given the reactants [CH3:1][S:2]([C:5]1[CH:6]=[C:7]([CH:11](O)[CH3:12])[CH:8]=[CH:9][CH:10]=1)(=[O:4])=[O:3].C1(P(C2C=CC=CC=2)C2C=CC=CC=2)C=CC=CC=1.[C:33]1(=[O:43])[NH:37][C:36](=[O:38])[C:35]2=[CH:39][CH:40]=[CH:41][CH:42]=[C:34]12.N(C(OC(C)C)=O)=NC(OC(C)C)=O, predict the reaction product. (4) The product is: [F:16][C:2]([F:1])([F:17])[C:3]1[CH:11]=[C:10]([C:12]([F:15])([F:14])[F:13])[CH:9]=[CH:8][C:4]=1[C:5]([N:53]1[CH2:54][CH2:55][CH:50](/[CH:49]=[C:48]2/[C:44]([NH:43][CH3:42])=[N:45][C:46](=[O:56])[S:47]/2)[CH2:51][CH2:52]1)=[O:7]. Given the reactants [F:1][C:2]([F:17])([F:16])[C:3]1[CH:11]=[C:10]([C:12]([F:15])([F:14])[F:13])[CH:9]=[CH:8][C:4]=1[C:5]([OH:7])=O.ON1C2C=CC=CC=2N=N1.Cl.C(N=C=NCCCN(C)C)C.Cl.Cl.[CH3:42][NH:43][C:44]1=[N:45][C:46](=[O:56])[S:47]/[C:48]/1=[CH:49]\[CH:50]1[CH2:55][CH2:54][NH:53][CH2:52][CH2:51]1, predict the reaction product.